Dataset: Full USPTO retrosynthesis dataset with 1.9M reactions from patents (1976-2016). Task: Predict the reactants needed to synthesize the given product. Given the product [CH2:17]([S:16][C:15]1[N:11]([C:8]2[CH:7]=[CH:6][C:5]([C:3]([O:2][CH3:1])=[O:4])=[CH:10][CH:9]=2)[N:12]=[CH:13][C:14]=1[C:20]([N:40]1[CH2:41][CH2:42][CH:38]([C:33]2[CH:34]=[CH:35][CH:36]=[CH:37][C:32]=2[C:31]([F:30])([F:43])[F:44])[CH2:39]1)=[O:22])[CH2:18][CH3:19], predict the reactants needed to synthesize it. The reactants are: [CH3:1][O:2][C:3]([C:5]1[CH:10]=[CH:9][C:8]([N:11]2[C:15]([S:16][CH2:17][CH2:18][CH3:19])=[C:14]([C:20]([OH:22])=O)[CH:13]=[N:12]2)=[CH:7][CH:6]=1)=[O:4].C(Cl)(=O)C(Cl)=O.Cl.[F:30][C:31]([F:44])([F:43])[C:32]1[CH:37]=[CH:36][CH:35]=[CH:34][C:33]=1[CH:38]1[CH2:42][CH2:41][NH:40][CH2:39]1.CCN(C(C)C)C(C)C.